From a dataset of Full USPTO retrosynthesis dataset with 1.9M reactions from patents (1976-2016). Predict the reactants needed to synthesize the given product. (1) Given the product [CH2:10]([O:12][C:13]1[CH:18]=[C:17]([N:6]2[CH2:7][CH2:8][CH:3]([N:2]([CH3:9])[CH3:1])[CH2:4][CH2:5]2)[CH:16]=[CH:15][C:14]=1[N+:20]([O-:22])=[O:21])[CH3:11], predict the reactants needed to synthesize it. The reactants are: [CH3:1][N:2]([CH3:9])[CH:3]1[CH2:8][CH2:7][NH:6][CH2:5][CH2:4]1.[CH2:10]([O:12][C:13]1[CH:18]=[C:17](F)[CH:16]=[CH:15][C:14]=1[N+:20]([O-:22])=[O:21])[CH3:11].CCN(C(C)C)C(C)C. (2) Given the product [NH2:8][C:6]1[CH:5]=[C:4]([NH:9][C:14](=[O:15])[CH2:13][N:11]([CH3:12])[CH3:10])[CH:3]=[C:2]([Cl:1])[CH:7]=1, predict the reactants needed to synthesize it. The reactants are: [Cl:1][C:2]1[CH:3]=[C:4]([NH2:9])[CH:5]=[C:6]([NH2:8])[CH:7]=1.[CH3:10][N:11]([CH2:13][C:14](O)=[O:15])[CH3:12].C(Cl)CCl.C1C=CC2N(O)N=NC=2C=1.CCN(C(C)C)C(C)C. (3) Given the product [C:17]([N:21]1[CH:25]=[C:24]([C:26]2[O:15][C:13](=[O:14])[C:12]3[C:8](=[N:9][N:10]([CH3:16])[CH:11]=3)[CH:27]=2)[CH:23]=[N:22]1)([CH3:20])([CH3:19])[CH3:18], predict the reactants needed to synthesize it. The reactants are: CC(C)([O-])C.[Li+].Br[C:8]1[C:12]([C:13]([OH:15])=[O:14])=[CH:11][N:10]([CH3:16])[N:9]=1.[C:17]([N:21]1[CH:25]=[C:24]([C:26](=O)[CH3:27])[CH:23]=[N:22]1)([CH3:20])([CH3:19])[CH3:18].